From a dataset of Reaction yield outcomes from USPTO patents with 853,638 reactions. Predict the reaction yield, written as a fraction of the theoretical maximum amount of product (1.0 means a 100% yield; for example, 0.34 means a 34% yield). (1) The reactants are [Br:1][C:2]1[CH:3]=[C:4]([C:11]([O:13][CH3:14])=[O:12])[C:5]2[CH:6]=[CH:7][NH:8][C:9]=2[CH:10]=1.I[CH:16]([CH3:18])[CH3:17].[H-].[Na+]. The catalyst is CN(C=O)C.O. The product is [Br:1][C:2]1[CH:3]=[C:4]([C:11]([O:13][CH3:14])=[O:12])[C:5]2[CH:6]=[CH:7][N:8]([CH:16]([CH3:18])[CH3:17])[C:9]=2[CH:10]=1. The yield is 0.557. (2) The reactants are Cl[C:2]1[CH:9]=[CH:8][C:5]([C:6]#[N:7])=[CH:4][N:3]=1.O.[NH2:11][NH2:12]. No catalyst specified. The product is [NH:11]([C:2]1[CH:9]=[CH:8][C:5]([C:6]#[N:7])=[CH:4][N:3]=1)[NH2:12]. The yield is 0.460. (3) The reactants are [C:1]([O:5][C:6]([CH2:8][CH2:9][C@@H:10]([CH2:14][CH3:15])[C:11]([OH:13])=O)=[O:7])([CH3:4])([CH3:3])[CH3:2].[NH2:16][C@H:17]([C:25]([O:27][CH3:28])=[O:26])[CH2:18][C:19]1[CH:24]=[CH:23][CH:22]=[CH:21][CH:20]=1.Cl.CCN=C=NCCCN(C)C.Cl.CCN(C(C)C)C(C)C.C(O)(=O)CC(CC(O)=O)(C(O)=O)O. The catalyst is C(Cl)Cl.CCOC(C)=O. The product is [C:1]([O:5][C:6]([CH2:8][CH2:9][C@@H:10]([CH2:14][CH3:15])[C:11]([NH:16][C@@H:17]([CH2:18][C:19]1[CH:24]=[CH:23][CH:22]=[CH:21][CH:20]=1)[C:25]([O:27][CH3:28])=[O:26])=[O:13])=[O:7])([CH3:2])([CH3:3])[CH3:4]. The yield is 0.800. (4) The reactants are [CH3:1][C:2]1[N:3]=[CH:4][NH:5][C:6]=1[C:7]([O:9][CH2:10][CH3:11])=[O:8].[Br:12]N1C(=O)CCC1=O. The catalyst is C(#N)C.C(Cl)(Cl)Cl. The product is [Br:12][C:4]1[NH:5][C:6]([C:7]([O:9][CH2:10][CH3:11])=[O:8])=[C:2]([CH3:1])[N:3]=1. The yield is 0.620. (5) The reactants are [C:1]([N:8]1[CH2:12][CH2:11][CH2:10][CH:9]1[CH2:13][C:14]([OH:16])=O)([O:3][C:4]([CH3:7])([CH3:6])[CH3:5])=[O:2].[F:17][C:18]1[CH:27]=[CH:26][C:21]([C:22]([NH:24]O)=[NH:23])=[CH:20][CH:19]=1.C1C=CC2N(O)N=NC=2C=1.CCN=C=NCCCN(C)C.Cl.C(N(CC)CC)C. The catalyst is O1CCOCC1. The product is [C:4]([O:3][C:1]([N:8]1[CH2:12][CH2:11][CH2:10][CH:9]1[CH2:13][C:14]1[O:16][N:24]=[C:22]([C:21]2[CH:26]=[CH:27][C:18]([F:17])=[CH:19][CH:20]=2)[N:23]=1)=[O:2])([CH3:5])([CH3:6])[CH3:7]. The yield is 0.260. (6) The reactants are [H-].[Al+3].[Li+].[H-].[H-].[H-].[CH2:7]([N:14]1[C:18](=O)[CH2:17][CH:16]([C:20]2[C:28]3[C:27]4[CH:29]=[CH:30][CH2:31][O:32][C:26]=4[CH:25]=[CH:24][C:23]=3[NH:22][CH:21]=2)[C:15]1=O)[C:8]1[CH:13]=[CH:12][CH:11]=[CH:10][CH:9]=1. The catalyst is C1COCC1.[OH-].[Na+]. The product is [CH2:7]([N:14]1[CH2:18][CH2:17][CH:16]([C:20]2[C:28]3[C:27]4[CH:29]=[CH:30][CH2:31][O:32][C:26]=4[CH:25]=[CH:24][C:23]=3[NH:22][CH:21]=2)[CH2:15]1)[C:8]1[CH:9]=[CH:10][CH:11]=[CH:12][CH:13]=1. The yield is 1.00.